This data is from Forward reaction prediction with 1.9M reactions from USPTO patents (1976-2016). The task is: Predict the product of the given reaction. (1) Given the reactants Br[C:2]1[N:7]2[N:8]=[C:9]([NH:11][C:12](=[O:19])[C:13]3[CH:18]=[CH:17][CH:16]=[N:15][CH:14]=3)[N:10]=[C:6]2[CH:5]=[CH:4][CH:3]=1.[CH3:20][C:21]1[O:27][C:24]([CH2:25][NH2:26])=[CH:23][CH:22]=1, predict the reaction product. The product is: [CH3:20][C:21]1[O:27][C:24]([CH2:25][NH:26][C:2]2[N:7]3[N:8]=[C:9]([NH:11][C:12](=[O:19])[C:13]4[CH:18]=[CH:17][CH:16]=[N:15][CH:14]=4)[N:10]=[C:6]3[CH:5]=[CH:4][CH:3]=2)=[CH:23][CH:22]=1. (2) The product is: [CH2:1]1[C:5]2([CH2:10][CH2:9][CH2:8][CH2:7][CH2:6]2)[CH2:4][CH2:3][CH:2]1[CH2:11][OH:12]. Given the reactants [CH:1]1[C:5]2([CH2:10][CH2:9][CH2:8][CH2:7][CH2:6]2)[CH2:4][CH2:3][C:2]=1[CH2:11][OH:12].[H][H], predict the reaction product. (3) Given the reactants [N:1]12[CH2:8][CH2:7][CH:4]([CH2:5][CH2:6]1)[C@@H:3]([NH:9][C:10]([C:12]1[S:13][C:14]([C:17]3[CH:22]=[CH:21][CH:20]=[C:19]([O:23]C)[CH:18]=3)=[CH:15][CH:16]=1)=[O:11])[CH2:2]2.Br.C(=O)([O-])[O-].[Na+].[Na+].Cl, predict the reaction product. The product is: [N:1]12[CH2:6][CH2:5][CH:4]([CH2:7][CH2:8]1)[C@@H:3]([NH:9][C:10]([C:12]1[S:13][C:14]([C:17]3[CH:22]=[CH:21][CH:20]=[C:19]([OH:23])[CH:18]=3)=[CH:15][CH:16]=1)=[O:11])[CH2:2]2. (4) Given the reactants [F:1][C:2]1[CH:10]=[CH:9][C:8]2[N:7]([S:11]([C:14]3[CH:19]=[CH:18][CH:17]=[CH:16][CH:15]=3)(=[O:13])=[O:12])[C:6]3[CH2:20][CH2:21][NH:22][C:23](=[O:24])[C:5]=3[C:4]=2[CH:3]=1.I[C:26]1[CH:27]=[N:28][CH:29]=[CH:30][C:31]=1[CH3:32].P([O-])([O-])([O-])=O.[K+].[K+].[K+], predict the reaction product. The product is: [F:1][C:2]1[CH:10]=[CH:9][C:8]2[N:7]([S:11]([C:14]3[CH:15]=[CH:16][CH:17]=[CH:18][CH:19]=3)(=[O:13])=[O:12])[C:6]3[CH2:20][CH2:21][N:22]([C:26]4[CH:27]=[N:28][CH:29]=[CH:30][C:31]=4[CH3:32])[C:23](=[O:24])[C:5]=3[C:4]=2[CH:3]=1. (5) Given the reactants [NH2:1][C:2]1[CH:7]=[CH:6][CH:5]=[CH:4][CH:3]=1.[Li+].C[Si]([N-][Si](C)(C)C)(C)C.F[C:19]1[CH:24]=[C:23]([F:25])[CH:22]=[CH:21][C:20]=1[N+:26]([O-:28])=[O:27], predict the reaction product. The product is: [F:25][C:23]1[CH:22]=[CH:21][C:20]([N+:26]([O-:28])=[O:27])=[C:19]([NH:1][C:2]2[CH:7]=[CH:6][CH:5]=[CH:4][CH:3]=2)[CH:24]=1. (6) Given the reactants [NH2:1][C:2]([CH3:20])([CH2:9][O:10][C:11]1[CH:16]=[CH:15][C:14]([O:17][CH2:18][CH3:19])=[CH:13][CH:12]=1)[C:3]([NH:5][CH2:6][C:7]#[CH:8])=[O:4].C1N2CCN(CC2)C1.[C:29]1([CH2:35][S:36](Cl)(=[O:38])=[O:37])[CH:34]=[CH:33][CH:32]=[CH:31][CH:30]=1, predict the reaction product. The product is: [CH2:18]([O:17][C:14]1[CH:13]=[CH:12][C:11]([O:10][CH2:9][C:2]([CH3:20])([NH:1][S:36]([CH2:35][C:29]2[CH:34]=[CH:33][CH:32]=[CH:31][CH:30]=2)(=[O:38])=[O:37])[C:3]([NH:5][CH2:6][C:7]#[CH:8])=[O:4])=[CH:16][CH:15]=1)[CH3:19]. (7) Given the reactants [CH:1]1[C:10]2[C:5](=[CH:6][CH:7]=[CH:8][CH:9]=2)[CH:4]=[CH:3][C:2]=1[CH:11]=[CH:12][C:13]([OH:15])=O.C(Cl)(=O)C(Cl)=O.[CH3:22][N:23]([CH3:39])[CH:24]1[CH2:28][CH2:27][N:26]([C:29]2[S:30][C:31]3[CH:37]=[C:36]([NH2:38])[CH:35]=[CH:34][C:32]=3[N:33]=2)[CH2:25]1, predict the reaction product. The product is: [CH3:22][N:23]([CH3:39])[CH:24]1[CH2:28][CH2:27][N:26]([C:29]2[S:30][C:31]3[CH:37]=[C:36]([NH:38][C:13](=[O:15])[CH:12]=[CH:11][C:2]4[CH:3]=[CH:4][C:5]5[C:10](=[CH:9][CH:8]=[CH:7][CH:6]=5)[CH:1]=4)[CH:35]=[CH:34][C:32]=3[N:33]=2)[CH2:25]1. (8) Given the reactants FC(F)(F)[C:3]([C:5]1[C:13]2[C:8](=[C:9]([F:19])[CH:10]=[CH:11][C:12]=2[O:14][C:15]([F:18])([F:17])[F:16])[N:7]([CH2:20][CH2:21][O:22][CH3:23])[CH:6]=1)=[O:4].C[OH:27], predict the reaction product. The product is: [F:19][C:9]1[CH:10]=[CH:11][C:12]([O:14][C:15]([F:17])([F:18])[F:16])=[C:13]2[C:8]=1[N:7]([CH2:20][CH2:21][O:22][CH3:23])[CH:6]=[C:5]2[C:3]([OH:27])=[O:4]. (9) The product is: [F:27][C:24]1[CH:25]=[CH:26][C:21]([CH2:20][O:19][C:17]2[CH:18]=[CH:13][N:14]([OH:9])[C:28](=[O:31])[CH:16]=2)=[CH:22][CH:23]=1. Given the reactants ClC1C=CC=C(C(OO)=[O:9])C=1.Cl[C:13]1[CH:18]=[C:17]([O:19][CH2:20][C:21]2[CH:26]=[CH:25][C:24]([F:27])=[CH:23][CH:22]=2)[CH:16]=C[N:14]=1.[C:28](=[O:31])([O-])O.[Na+].FC(F)(F)C(OC(=O)C(F)(F)F)=O, predict the reaction product. (10) Given the reactants [F:1][C:2]([F:22])([F:21])[C:3]1[C:16]2[C:7](=[CH:8][C:9]3[CH2:10][CH2:11][CH2:12][N:13]([CH2:17][CH2:18]C)[C:14]=3[CH:15]=2)[NH:6][C:5](=[O:20])[CH:4]=1.C(=O)C, predict the reaction product. The product is: [F:22][C:2]([F:1])([F:21])[C:3]1[C:16]2[C:7](=[CH:8][C:9]3[CH2:10][CH2:11][CH2:12][N:13]([CH2:17][CH3:18])[C:14]=3[CH:15]=2)[NH:6][C:5](=[O:20])[CH:4]=1.